Dataset: Full USPTO retrosynthesis dataset with 1.9M reactions from patents (1976-2016). Task: Predict the reactants needed to synthesize the given product. (1) Given the product [Cl:16][C:11]1[CH:10]=[C:9]([C:5]2([C:3](=[O:4])[CH2:2][N:21]3[C:17](=[O:27])[C:18]4[C:19](=[CH:23][CH:24]=[CH:25][CH:26]=4)[C:20]3=[O:22])[CH2:8][CH2:7][CH2:6]2)[CH:14]=[CH:13][C:12]=1[Cl:15], predict the reactants needed to synthesize it. The reactants are: Br[CH2:2][C:3]([C:5]1([C:9]2[CH:14]=[CH:13][C:12]([Cl:15])=[C:11]([Cl:16])[CH:10]=2)[CH2:8][CH2:7][CH2:6]1)=[O:4].[C:17]1(=[O:27])[NH:21][C:20](=[O:22])[C:19]2=[CH:23][CH:24]=[CH:25][CH:26]=[C:18]12.[K]. (2) The reactants are: [C:1](=[O:8])([O:5][CH2:6][CH3:7])[O:2][CH2:3]Cl.[C:9]1([C:33]2[CH:38]=[CH:37][CH:36]=[CH:35][CH:34]=2)[CH:14]=[CH:13][C:12]([CH2:15][C@@H:16]([NH:25]C(OC(C)(C)C)=O)[CH2:17][C@:18]([CH2:23][OH:24])([CH3:22])[C:19]([OH:21])=[O:20])=[CH:11][CH:10]=1.CCN(CC)CC. Given the product [CH2:6]([O:5][C:1]([O:2][CH2:3][O:21][C:19](=[O:20])[C@@:18]([CH2:23][OH:24])([CH3:22])[CH2:17][C@H:16]([NH2:25])[CH2:15][C:12]1[CH:13]=[CH:14][C:9]([C:33]2[CH:38]=[CH:37][CH:36]=[CH:35][CH:34]=2)=[CH:10][CH:11]=1)=[O:8])[CH3:7], predict the reactants needed to synthesize it.